From a dataset of Peptide-MHC class II binding affinity with 134,281 pairs from IEDB. Regression. Given a peptide amino acid sequence and an MHC pseudo amino acid sequence, predict their binding affinity value. This is MHC class II binding data. (1) The peptide sequence is HSRNLINELSERMAG. The MHC is HLA-DQA10501-DQB10201 with pseudo-sequence HLA-DQA10501-DQB10201. The binding affinity (normalized) is 0.0966. (2) The peptide sequence is WDDLRSLCLFSYHRLR. The MHC is HLA-DPA10301-DPB10402 with pseudo-sequence HLA-DPA10301-DPB10402. The binding affinity (normalized) is 0.498. (3) The peptide sequence is AITAMSEAQKAAKPA. The MHC is DRB1_0401 with pseudo-sequence DRB1_0401. The binding affinity (normalized) is 0.375. (4) The MHC is HLA-DQA10102-DQB10602 with pseudo-sequence HLA-DQA10102-DQB10602. The binding affinity (normalized) is 0.729. The peptide sequence is AASGAATVAAGGYKV. (5) The peptide sequence is VRKVCYNAVLTHVKIHHHHHH. The MHC is DRB1_0701 with pseudo-sequence DRB1_0701. The binding affinity (normalized) is 0.614.